Task: Predict the reaction yield, written as a fraction of the theoretical maximum amount of product (1.0 means a 100% yield; for example, 0.34 means a 34% yield).. Dataset: Reaction yield outcomes from USPTO patents with 853,638 reactions (1) The reactants are [C:1]([C:5]1[CH:21]=[CH:20][C:8]([CH2:9][N:10]2[C:18]3[C:13](=[CH:14][C:15]([NH2:19])=[CH:16][CH:17]=3)[CH:12]=[CH:11]2)=[CH:7][CH:6]=1)([CH3:4])([CH3:3])[CH3:2].C([O:24][C:25](=[O:37])[CH:26]([N:34]=[C:35]=[O:36])[CH2:27][C:28]1[CH:33]=[CH:32][CH:31]=[CH:30][CH:29]=1)C.O.[OH-].[Li+]. The catalyst is ClCCl. The product is [C:1]([C:5]1[CH:21]=[CH:20][C:8]([CH2:9][N:10]2[C:18]3[C:13](=[CH:14][C:15]([NH:19][C:35]([NH:34][C@H:26]([C:25]([OH:37])=[O:24])[CH2:27][C:28]4[CH:29]=[CH:30][CH:31]=[CH:32][CH:33]=4)=[O:36])=[CH:16][CH:17]=3)[CH:12]=[CH:11]2)=[CH:7][CH:6]=1)([CH3:4])([CH3:2])[CH3:3]. The yield is 0.400. (2) The reactants are [F:1][C:2]1[CH:7]=[C:6]([O:8][CH2:9][C@H:10]2[CH2:15][CH2:14][C@H:13]([O:16]C3CCCCO3)[CH2:12][CH2:11]2)[CH:5]=[CH:4][C:3]=1[C:23]1[CH:28]=[CH:27][N:26]([CH2:29][CH2:30][C@@:31]([CH3:46])([S:42]([CH3:45])(=[O:44])=[O:43])[C:32]([NH:34][O:35]C2CCCCO2)=[O:33])[C:25](=[O:47])[CH:24]=1.ONC(=O)[C@](C)(S(C)(=O)=O)CCN1C=CC(C2C=CC(OC[C@H]3CC[C@@H](O)CC3)=CC=2)=CC1=O. No catalyst specified. The product is [F:1][C:2]1[CH:7]=[C:6]([O:8][CH2:9][C@H:10]2[CH2:15][CH2:14][C@H:13]([OH:16])[CH2:12][CH2:11]2)[CH:5]=[CH:4][C:3]=1[C:23]1[CH:28]=[CH:27][N:26]([CH2:29][CH2:30][C@@:31]([CH3:46])([S:42]([CH3:45])(=[O:43])=[O:44])[C:32]([NH:34][OH:35])=[O:33])[C:25](=[O:47])[CH:24]=1. The yield is 0.626. (3) The reactants are C1(P(C2C=CC=CC=2)C2C=CC=CC=2)C=CC=CC=1.BrN1C(=O)CCC1=O.[Cl:28][C:29]1[CH:30]=[C:31](/[C:41](=[CH:45]\[CH:46]2[CH2:52][CH2:51][CH2:50][CH2:49][CH2:48][CH2:47]2)/[C:42](O)=[O:43])[CH:32]=[CH:33][C:34]=1[N:35]1[C:39]([CH3:40])=[N:38][N:37]=[N:36]1.[NH2:53][C:54]1[S:55][CH:56]=[CH:57][N:58]=1. The catalyst is C(Cl)Cl. The product is [Cl:28][C:29]1[CH:30]=[C:31](/[C:41](=[CH:45]\[CH:46]2[CH2:52][CH2:51][CH2:50][CH2:49][CH2:48][CH2:47]2)/[C:42]([NH:53][C:54]2[S:55][CH:56]=[CH:57][N:58]=2)=[O:43])[CH:32]=[CH:33][C:34]=1[N:35]1[C:39]([CH3:40])=[N:38][N:37]=[N:36]1. The yield is 0.660. (4) The reactants are [O:1]=[C:2]1[C:7]([CH2:8][C:9]2[CH:14]=[CH:13][C:12]([C:15]3[C:16]([C:21]#[N:22])=[CH:17][CH:18]=[CH:19][CH:20]=3)=[CH:11][CH:10]=2)=[C:6]([CH2:23][CH2:24][CH3:25])[N:5]2[N:26]=[CH:27][N:28]=[C:4]2[NH:3]1.[CH3:29][O:30][C:31]1[CH:32]=[C:33](B(O)O)[CH:34]=[CH:35][CH:36]=1.C(N(CC)CC)C.N1C=CC=CC=1. The catalyst is ClCCl.C(OCC)(=O)C.C([O-])(=O)C.[Cu+2].C([O-])(=O)C. The product is [CH3:29][O:30][C:31]1[CH:36]=[C:35]([N:3]2[C:2](=[O:1])[C:7]([CH2:8][C:9]3[CH:10]=[CH:11][C:12]([C:15]4[C:16]([C:21]#[N:22])=[CH:17][CH:18]=[CH:19][CH:20]=4)=[CH:13][CH:14]=3)=[C:6]([CH2:23][CH2:24][CH3:25])[N:5]3[N:26]=[CH:27][N:28]=[C:4]23)[CH:34]=[CH:33][CH:32]=1. The yield is 1.00. (5) The reactants are Br[C:2](=[CH:5]OC(C)C)[CH:3]=[O:4].[S:10]1[CH2:14][C:13](=[NH:15])[NH:12][CH2:11]1.C(N(CC)CC)C. The catalyst is C(#N)C. The product is [N:15]1[C:2]([CH:3]=[O:4])=[CH:5][N:12]2[C:13]=1[CH2:14][S:10][CH2:11]2. The yield is 0.150. (6) The reactants are O[C:2]1[C:11]([N+:12]([O-:14])=[O:13])=[CH:10][C:5]([C:6]([O:8][CH3:9])=[O:7])=[CH:4][C:3]=1[O:15][CH3:16].C(Cl)(=O)C([Cl:20])=O.O. The catalyst is CN(C=O)C. The product is [Cl:20][C:2]1[C:11]([N+:12]([O-:14])=[O:13])=[CH:10][C:5]([C:6]([O:8][CH3:9])=[O:7])=[CH:4][C:3]=1[O:15][CH3:16]. The yield is 0.650.